From a dataset of Forward reaction prediction with 1.9M reactions from USPTO patents (1976-2016). Predict the product of the given reaction. (1) Given the reactants [CH3:1][C:2]1[C:7]2[C:8]([C:11]3[S:12][CH:13]=[CH:14][CH:15]=3)=[N:9][NH:10][C:6]=2[CH:5]=[C:4]([CH3:16])[N:3]=1.[H-].[Na+].[CH3:19][C:20]1[C:21]([N:26]([CH2:51][O:52][CH2:53][CH2:54][O:55][CH3:56])[S:27]([C:30]2[S:31][C:32]([CH3:50])=[CH:33][C:34]=2[C:35]2[CH:46]=[CH:45][C:38]([CH2:39]OS(C)(=O)=O)=[CH:37][C:36]=2[CH2:47][O:48][CH3:49])(=[O:29])=[O:28])=[N:22][O:23][C:24]=1[CH3:25].O, predict the reaction product. The product is: [CH3:19][C:20]1[C:21]([N:26]([CH2:51][O:52][CH2:53][CH2:54][O:55][CH3:56])[S:27]([C:30]2[S:31][C:32]([CH3:50])=[CH:33][C:34]=2[C:35]2[CH:46]=[CH:45][C:38]([CH2:39][N:10]3[C:6]4[CH:5]=[C:4]([CH3:16])[N:3]=[C:2]([CH3:1])[C:7]=4[C:8]([C:11]4[S:12][CH:13]=[CH:14][CH:15]=4)=[N:9]3)=[CH:37][C:36]=2[CH2:47][O:48][CH3:49])(=[O:29])=[O:28])=[N:22][O:23][C:24]=1[CH3:25]. (2) Given the reactants [S:1]([N:11]1[CH2:17][CH2:16][CH2:15][C:14](=[O:18])[C:13]2[CH:19]=[CH:20][CH:21]=[CH:22][C:12]1=2)([C:4]1[CH:10]=[CH:9][C:7]([CH3:8])=[CH:6][CH:5]=1)(=[O:3])=[O:2].[C:23](=O)([O:26]C)[O:24][CH3:25].C[O-].[Na+], predict the reaction product. The product is: [CH3:25][O:24][C:23]([CH:15]1[CH2:16][CH2:17][N:11]([S:1]([C:4]2[CH:10]=[CH:9][C:7]([CH3:8])=[CH:6][CH:5]=2)(=[O:2])=[O:3])[C:12]2[CH:22]=[CH:21][CH:20]=[CH:19][C:13]=2[C:14]1=[O:18])=[O:26]. (3) Given the reactants [F:1][C:2]1[CH:10]=[CH:9][CH:8]=[CH:7][C:3]=1[CH:4]=[N:5][OH:6].N1C=CC=CC=1.ClN1[C:22](=[O:23])[CH2:21][CH2:20]C1=O.C(O)C#C, predict the reaction product. The product is: [F:1][C:2]1[CH:10]=[CH:9][CH:8]=[CH:7][C:3]=1[C:4]1[CH:20]=[C:21]([CH2:22][OH:23])[O:6][N:5]=1. (4) Given the reactants [CH2:1]([C:8]1[CH:9]=[N:10][C:11]2[C:16]([C:17]=1[C:18]1[CH:19]=[C:20]([NH2:24])[CH:21]=[CH:22][CH:23]=1)=[CH:15][CH:14]=[CH:13][C:12]=2[C:25]([F:28])([F:27])[F:26])[C:2]1[CH:7]=[CH:6][CH:5]=[CH:4][CH:3]=1.[F:29][C:30]1[CH:31]=[C:32]([C:38]2[CH:43]=[CH:42][C:41]([O:44][CH3:45])=[CH:40][CH:39]=2)[CH:33]=[CH:34][C:35]=1[CH:36]=O, predict the reaction product. The product is: [CH2:1]([C:8]1[CH:9]=[N:10][C:11]2[C:16]([C:17]=1[C:18]1[CH:19]=[C:20]([NH:24][CH2:36][C:35]3[CH:34]=[CH:33][C:32]([C:38]4[CH:43]=[CH:42][C:41]([O:44][CH3:45])=[CH:40][CH:39]=4)=[CH:31][C:30]=3[F:29])[CH:21]=[CH:22][CH:23]=1)=[CH:15][CH:14]=[CH:13][C:12]=2[C:25]([F:28])([F:26])[F:27])[C:2]1[CH:3]=[CH:4][CH:5]=[CH:6][CH:7]=1. (5) Given the reactants [Cl:1][C:2]1[C:3](=[O:32])[NH:4][CH:5]=[C:6]([C:17]([N:19]2[CH2:24][CH2:23][CH:22]([C:25]3[CH:30]=[CH:29][C:28]([F:31])=[CH:27][CH:26]=3)[CH2:21][CH2:20]2)=[O:18])[C:7]=1[NH:8][C:9]1[CH:14]=[C:13]([Cl:15])[CH:12]=[CH:11][C:10]=1[CH3:16].[CH2:33](Br)[CH:34]=[CH2:35], predict the reaction product. The product is: [CH2:35]([N:4]1[CH:5]=[C:6]([C:17]([N:19]2[CH2:24][CH2:23][CH:22]([C:25]3[CH:26]=[CH:27][C:28]([F:31])=[CH:29][CH:30]=3)[CH2:21][CH2:20]2)=[O:18])[C:7]([NH:8][C:9]2[CH:14]=[C:13]([Cl:15])[CH:12]=[CH:11][C:10]=2[CH3:16])=[C:2]([Cl:1])[C:3]1=[O:32])[CH:34]=[CH2:33].